From a dataset of Reaction yield outcomes from USPTO patents with 853,638 reactions. Predict the reaction yield, written as a fraction of the theoretical maximum amount of product (1.0 means a 100% yield; for example, 0.34 means a 34% yield). The reactants are [NH2:1][C:2]1[N:3]=[CH:4][C:5]([C:8]2[C:9]([F:19])=[C:10]([OH:18])[C:11]([CH:14]3[CH2:17][CH2:16][CH2:15]3)=[CH:12][CH:13]=2)=[N:6][CH:7]=1.F[C:21]1[CH:28]=[CH:27][C:24]([C:25]#[N:26])=[CH:23][CH:22]=1.C([O-])([O-])=O.[Cs+].[Cs+]. The catalyst is CS(C)=O. The product is [NH2:1][C:2]1[N:3]=[CH:4][C:5]([C:8]2[C:9]([F:19])=[C:10]([C:11]([CH:14]3[CH2:15][CH2:16][CH2:17]3)=[CH:12][CH:13]=2)[O:18][C:21]2[CH:28]=[CH:27][C:24]([C:25]#[N:26])=[CH:23][CH:22]=2)=[N:6][CH:7]=1. The yield is 0.520.